Dataset: Experimentally validated miRNA-target interactions with 360,000+ pairs, plus equal number of negative samples. Task: Binary Classification. Given a miRNA mature sequence and a target amino acid sequence, predict their likelihood of interaction. Result: 0 (no interaction). The miRNA is hsa-miR-34a-5p with sequence UGGCAGUGUCUUAGCUGGUUGU. The protein sequence of the target gene is MAGFWVGTAPLVAAGRRGRWPPQQLMLSAALRTLKHVLYYSRQCLMVSRNLGSVGYDPNEKTFDKILVANRGEIACRVIRTCKKMGIKTVAIHSDVDASSVHVKMADEAVCVGPAPTSKSYLNMDAIMEAIKKTRAQAVHPGYGFLSENKEFARCLAAEDVVFIGPDTHAIQAMGDKIESKLLAKKAEVNTIPGFDGVVKDAEEAVRIAREIGYPVMIKASAGGGGKGMRIAWDDEETRDGFRLSSQEAASSFGDDRLLIEKFIDNPRHIEIQVLGDKHGNALWLNERECSIQRRNQKVV....